Dataset: Reaction yield outcomes from USPTO patents with 853,638 reactions. Task: Predict the reaction yield, written as a fraction of the theoretical maximum amount of product (1.0 means a 100% yield; for example, 0.34 means a 34% yield). (1) The reactants are [S:1]1[C:9]2[C:4](=[N:5][CH:6]=[CH:7][CH:8]=2)[NH:3][C:2]1=S.S(Cl)([Cl:14])(=O)=O. No catalyst specified. The product is [Cl:14][C:2]1[S:1][C:9]2[C:4]([N:3]=1)=[N:5][CH:6]=[CH:7][CH:8]=2. The yield is 0.400. (2) The reactants are [F:1][C:2]([F:7])([F:6])[C:3](O)=[O:4].C1([C@H](NC2C(=O)N(C3C=CC(C(F)(F)F)=CC=3)[C@@H](C3C=CC=C(OCC(F)(F)F)C=3)C=2)C)C=CC=CC=1.FC(F)(F)CO[C:49]1[CH:50]=[C:51]([C@@H:55]2[N:59]([C:60]3[CH:65]=[CH:64][C:63]([C:66]([F:69])([F:68])[F:67])=[CH:62][CH:61]=3)[C:58](=[O:70])[C:57](=O)[CH2:56]2)[CH:52]=[CH:53][CH:54]=1.C(O)(=O)C.[CH3:78][C:79]([NH2:91])([C:81]1[CH:82]=[N:83][C:84]([C:87]([F:90])([F:89])[F:88])=[CH:85][CH:86]=1)[CH3:80].CC(NC1C(=O)N(C2C=CC(C(F)(F)F)=CC=2)[C@@H](C2C=CC=C(OCC(F)(F)F)C=2)C=1)(C1C=NC(C(F)(F)F)=CC=1)C.C([BH3-])#N.[Na+]. The catalyst is C1(C)C=CC=CC=1.O.C(OCC)(=O)C. The product is [CH3:80][C:79]([NH:91][C@@H:57]1[CH2:56][C@H:55]([C:51]2[CH:50]=[CH:49][CH:54]=[C:53]([O:4][CH2:3][C:2]([F:7])([F:6])[F:1])[CH:52]=2)[N:59]([C:60]2[CH:61]=[CH:62][C:63]([C:66]([F:69])([F:68])[F:67])=[CH:64][CH:65]=2)[C:58]1=[O:70])([C:81]1[CH:82]=[N:83][C:84]([C:87]([F:89])([F:90])[F:88])=[CH:85][CH:86]=1)[CH3:78]. The yield is 0.420. (3) The reactants are C([O:4][CH2:5][C:6]1[C:11]([N:12]2[CH2:24][CH2:23][C:22]3[N:21]4[C:16]([CH2:17][CH2:18][CH2:19][CH2:20]4)=[CH:15][C:14]=3[C:13]2=[O:25])=[CH:10][C:9]([F:26])=[CH:8][C:7]=1[C:27]1[CH:32]=[C:31]([NH:33][C:34]2[CH:39]=[CH:38][C:37]([N:40]3[CH2:45][C@@H:44]([CH3:46])[N:43]([CH:47]4[CH2:50][O:49][CH2:48]4)[CH2:42][C@@H:41]3[CH3:51])=[CH:36][N:35]=2)[C:30](=[O:52])[N:29]([CH3:53])[CH:28]=1)(=O)C.[OH-].[Li+]. The catalyst is C(O)(C)C.C1COCC1.O. The product is [CH3:51][C@H:41]1[CH2:42][N:43]([CH:47]2[CH2:50][O:49][CH2:48]2)[C@H:44]([CH3:46])[CH2:45][N:40]1[C:37]1[CH:38]=[CH:39][C:34]([NH:33][C:31]2[C:30](=[O:52])[N:29]([CH3:53])[CH:28]=[C:27]([C:7]3[C:6]([CH2:5][OH:4])=[C:11]([N:12]4[CH2:24][CH2:23][C:22]5[N:21]6[C:16]([CH2:17][CH2:18][CH2:19][CH2:20]6)=[CH:15][C:14]=5[C:13]4=[O:25])[CH:10]=[C:9]([F:26])[CH:8]=3)[CH:32]=2)=[N:35][CH:36]=1. The yield is 0.330. (4) The reactants are [CH:1]([C@H:4]1[C:8]([C:15]2[CH:20]=[CH:19][CH:18]=[CH:17][CH:16]=2)([C:9]2[CH:14]=[CH:13][CH:12]=[CH:11][CH:10]=2)[O:7][C:6](=[S:21])[NH:5]1)([CH3:3])[CH3:2].CN(C1C=CC=CN=1)C.Cl.CN(C)CCCN=C=NCC.[CH3:43][Si:44]([CH3:63])([CH3:62])[CH2:45][CH2:46][O:47][C:48]([NH:50][CH2:51][CH2:52][CH2:53][CH2:54][CH2:55]/[CH:56]=[CH:57]/[CH2:58][C:59](O)=[O:60])=[O:49].P([O-])(O)(O)=O.[K+]. The catalyst is ClCCl. The product is [CH:1]([C@H:4]1[C:8]([C:15]2[CH:16]=[CH:17][CH:18]=[CH:19][CH:20]=2)([C:9]2[CH:14]=[CH:13][CH:12]=[CH:11][CH:10]=2)[O:7][C:6](=[S:21])[N:5]1[C:59](=[O:60])[CH2:58]/[CH:57]=[CH:56]/[CH2:55][CH2:54][CH2:53][CH2:52][CH2:51][NH:50][C:48](=[O:49])[O:47][CH2:46][CH2:45][Si:44]([CH3:43])([CH3:63])[CH3:62])([CH3:3])[CH3:2]. The yield is 0.640. (5) The reactants are [CH3:1][O:2][C:3](=[O:23])[NH:4][CH:5]([C:9]([N:11]1[CH2:15][CH2:14][CH2:13][CH:12]1[C:16]1[NH:17][C:18]([C:21]#[CH:22])=[CH:19][N:20]=1)=[O:10])[CH:6]([CH3:8])[CH3:7].[CH3:24][O:25][C:26](=[O:55])[NH:27][CH:28]([C:32]([N:34]1[CH2:38][CH2:37][CH2:36][CH:35]1[C:39]1[NH:40][C:41]([C:44]2[CH:53]=[CH:52][C:51]3[C:46](=[CH:47][CH:48]=[C:49](Br)[CH:50]=3)[CH:45]=2)=[CH:42][N:43]=1)=[O:33])[CH:29]([CH3:31])[CH3:30].C(N(CC)CC)C. The catalyst is CN(C=O)C.C1C=CC([P]([Pd]([P](C2C=CC=CC=2)(C2C=CC=CC=2)C2C=CC=CC=2)([P](C2C=CC=CC=2)(C2C=CC=CC=2)C2C=CC=CC=2)[P](C2C=CC=CC=2)(C2C=CC=CC=2)C2C=CC=CC=2)(C2C=CC=CC=2)C2C=CC=CC=2)=CC=1.[Cu]I. The product is [CH3:24][O:25][C:26](=[O:55])[NH:27][CH:28]([C:32]([N:34]1[CH2:38][CH2:37][CH2:36][CH:35]1[C:39]1[NH:40][C:41]([C:44]2[CH:53]=[CH:52][C:51]3[C:46](=[CH:47][CH:48]=[C:49]([C:22]#[C:21][C:18]4[NH:17][C:16]([CH:12]5[CH2:13][CH2:14][CH2:15][N:11]5[C:9](=[O:10])[CH:5]([NH:4][C:3]([O:2][CH3:1])=[O:23])[CH:6]([CH3:8])[CH3:7])=[N:20][CH:19]=4)[CH:50]=3)[CH:45]=2)=[CH:42][N:43]=1)=[O:33])[CH:29]([CH3:31])[CH3:30]. The yield is 0.200. (6) The reactants are [Cl:1][C:2]1[CH:7]=[C:6]([O:8][C:9]2[CH:16]=[N:15][CH:14]=[CH:13][C:10]=2[C:11]#[N:12])[CH:5]=[CH:4][N:3]=1.[NH2:17][C:18]1[S:19][CH:20]=[C:21]([CH:23]2[CH2:28][CH2:27][N:26]([C:29](=[O:31])[CH3:30])[CH2:25][CH2:24]2)[N:22]=1.P([O-])([O-])([O-])=O.[K+].[K+].[K+].CC1(C)C2C=CC=C(P(C3C=CC=CC=3)C3C=CC=CC=3)C=2OC2C1=CC=CC=2P(C1C=CC=CC=1)C1C=CC=CC=1. The catalyst is C1C=CC(/C=C/C(/C=C/C2C=CC=CC=2)=O)=CC=1.C1C=CC(/C=C/C(/C=C/C2C=CC=CC=2)=O)=CC=1.C1C=CC(/C=C/C(/C=C/C2C=CC=CC=2)=O)=CC=1.[Pd].[Pd]. The product is [ClH:1].[C:29]([N:26]1[CH2:27][CH2:28][CH:23]([C:21]2[N:22]=[C:18]([NH:17][C:2]3[CH:7]=[C:6]([O:8][C:9]4[CH:16]=[N:15][CH:14]=[CH:13][C:10]=4[C:11]#[N:12])[CH:5]=[CH:4][N:3]=3)[S:19][CH:20]=2)[CH2:24][CH2:25]1)(=[O:31])[CH3:30]. The yield is 0.127.